Dataset: Catalyst prediction with 721,799 reactions and 888 catalyst types from USPTO. Task: Predict which catalyst facilitates the given reaction. (1) Reactant: [CH3:1][C:2]1([CH3:36])[CH2:7][NH:6][CH2:5][CH2:4][N:3]1[CH2:8][C:9]1[N:10]([CH3:35])[C:11]2[C:16]([N:17]=1)=[C:15]([N:18]1[CH2:23][CH2:22][O:21][CH2:20][CH2:19]1)[N:14]=[C:13]([N:24]1[C:28]3[CH:29]=[CH:30][CH:31]=[CH:32][C:27]=3[N:26]=[C:25]1[CH2:33][CH3:34])[N:12]=2.[C:37](O)(=[O:41])[C@@H:38]([CH3:40])[OH:39].CN(C(ON1N=NC2C=CC=NC1=2)=[N+](C)C)C.F[P-](F)(F)(F)(F)F.CCN(C(C)C)C(C)C. Product: [CH2:33]([C:25]1[N:24]([C:13]2[N:12]=[C:11]3[C:16]([N:17]=[C:9]([CH2:8][N:3]4[CH2:4][CH2:5][N:6]([C:37](=[O:41])[C@H:38]([OH:39])[CH3:40])[CH2:7][C:2]4([CH3:1])[CH3:36])[N:10]3[CH3:35])=[C:15]([N:18]3[CH2:23][CH2:22][O:21][CH2:20][CH2:19]3)[N:14]=2)[C:28]2[CH:29]=[CH:30][CH:31]=[CH:32][C:27]=2[N:26]=1)[CH3:34]. The catalyst class is: 2. (2) Reactant: [CH2:1]([CH2:3][NH2:4])[OH:2].[CH:5](=O)[C:6]1[CH:11]=[CH:10][CH:9]=[CH:8][CH:7]=1. Product: [CH:5](=[N:4]/[CH2:3][CH2:1][OH:2])\[C:6]1[CH:11]=[CH:10][CH:9]=[CH:8][CH:7]=1. The catalyst class is: 5.